Predict the product of the given reaction. From a dataset of Forward reaction prediction with 1.9M reactions from USPTO patents (1976-2016). (1) Given the reactants F[C:2](F)(F)[C:3]([O-])=O.[C:8]([C:11]1[C:19]2[CH2:18][CH2:17][NH2+:16][CH2:15][C:14]=2[S:13][C:12]=1[NH:20][C:21](=[O:29])[C:22]1[CH:27]=[CH:26][CH:25]=[CH:24][C:23]=1[Cl:28])(=[O:10])[NH2:9].C(=O)C.C(O[BH-](OC(=O)C)OC(=O)C)(=O)C.[Na+], predict the reaction product. The product is: [Cl:28][C:23]1[CH:24]=[CH:25][CH:26]=[CH:27][C:22]=1[C:21]([NH:20][C:12]1[S:13][C:14]2[CH2:15][N:16]([CH2:2][CH3:3])[CH2:17][CH2:18][C:19]=2[C:11]=1[C:8]([NH2:9])=[O:10])=[O:29]. (2) Given the reactants [Cl:1][C:2]1[CH:10]=[C:9]2[C:5]([C:6]([C:11]([N:13]3[CH2:18][CH2:17][C:16]4([C:22]5[CH:23]=[CH:24][CH:25]=[CH:26][C:21]=5[C:20](=[O:27])[O:19]4)[CH2:15][CH2:14]3)=[O:12])=[CH:7][NH:8]2)=[CH:4][CH:3]=1.Cl[CH2:29][C:30]([C:32]1[CH:37]=[CH:36][CH:35]=[C:34]([F:38])[CH:33]=1)=[O:31], predict the reaction product. The product is: [Cl:1][C:2]1[CH:10]=[C:9]2[C:5]([C:6]([C:11]([N:13]3[CH2:18][CH2:17][C:16]4([C:22]5[CH:23]=[CH:24][CH:25]=[CH:26][C:21]=5[C:20](=[O:27])[O:19]4)[CH2:15][CH2:14]3)=[O:12])=[CH:7][N:8]2[CH2:29][C:30]([C:32]2[CH:37]=[CH:36][CH:35]=[C:34]([F:38])[CH:33]=2)=[O:31])=[CH:4][CH:3]=1. (3) Given the reactants [F:1][C:2]1[CH:10]=[C:9]2[C:5]([C:6]([C:11]3[CH:12]=[CH:13][C:14]([NH:17][CH3:18])=[N:15][CH:16]=3)=[CH:7][NH:8]2)=[CH:4][CH:3]=1.[C:19](Cl)([CH3:21])=[O:20], predict the reaction product. The product is: [F:1][C:2]1[CH:10]=[C:9]2[C:5]([C:6]([C:11]3[CH:12]=[CH:13][C:14]([N:17]([CH3:18])[C:19](=[O:20])[CH3:21])=[N:15][CH:16]=3)=[CH:7][NH:8]2)=[CH:4][CH:3]=1. (4) Given the reactants [CH2:1]([O:3][CH2:4][C:5]1[N:6]([CH2:19][CH2:20][CH3:21])[C:7]2[C:16]3[CH:15]=[C:14]([OH:17])[CH:13]=[CH:12][C:11]=3[N:10]=[CH:9][C:8]=2[N:18]=1)[CH3:2].Br[CH2:23][C:24]([N:26]1[CH2:31][CH2:30][N:29](NC(OC(C)(C)C)=O)[CH2:28][CH2:27]1)=[O:25].[C:40](=[O:43])([O-])[O-:41].[K+].[K+].O, predict the reaction product. The product is: [CH2:1]([O:3][CH2:4][C:5]1[N:6]([CH2:19][CH2:20][CH3:21])[C:7]2[C:16]3[CH:15]=[C:14]([O:17][CH2:23][C:24]([N:26]4[CH2:27][CH2:28][N:29]([C:40]([O:41][C:16]([CH3:7])([CH3:15])[CH3:11])=[O:43])[CH2:30][CH2:31]4)=[O:25])[CH:13]=[CH:12][C:11]=3[N:10]=[CH:9][C:8]=2[N:18]=1)[CH3:2]. (5) Given the reactants [CH2:1]([S:3]([NH:6][C:7]1[C:8]([CH3:34])=[C:9]([CH:31]=[CH:32][CH:33]=1)[O:10][C:11]1[C:12]([C:28]([NH2:30])=[O:29])=[C:13]([NH:19][C:20]2[CH:25]=[CH:24][C:23]([I:26])=[CH:22][C:21]=2[F:27])[N:14]([CH3:18])[C:15](=[O:17])[CH:16]=1)(=[O:5])=[O:4])[CH3:2].[Cl:35]N1C(=O)CCC1=O, predict the reaction product. The product is: [CH2:1]([S:3]([NH:6][C:7]1[C:8]([CH3:34])=[C:9]([CH:31]=[CH:32][CH:33]=1)[O:10][C:11]1[C:12]([C:28]([NH2:30])=[O:29])=[C:13]([NH:19][C:20]2[CH:25]=[CH:24][C:23]([I:26])=[CH:22][C:21]=2[F:27])[N:14]([CH3:18])[C:15](=[O:17])[C:16]=1[Cl:35])(=[O:4])=[O:5])[CH3:2]. (6) Given the reactants C([O:3][C:4](=O)[CH2:5][N:6]1[CH2:11][CH2:10][CH:9]([CH2:12][O:13][C:14]2[CH:23]=[C:22]3[C:17]([CH2:18][CH2:19][N:20]([C:24](=[N:33][C:34]([O:36][C:37]([CH3:40])([CH3:39])[CH3:38])=[O:35])[NH:25][C:26]([O:28][C:29]([CH3:32])([CH3:31])[CH3:30])=[O:27])[CH2:21]3)=[CH:16][CH:15]=2)[CH2:8][CH2:7]1)C.[BH4-].[Li+].O, predict the reaction product. The product is: [C:37]([O:36][C:34]([NH:33][C:24]([N:20]1[CH2:19][CH2:18][C:17]2[C:22](=[CH:23][C:14]([O:13][CH2:12][CH:9]3[CH2:8][CH2:7][N:6]([CH2:5][CH2:4][OH:3])[CH2:11][CH2:10]3)=[CH:15][CH:16]=2)[CH2:21]1)=[N:25][C:26]([O:28][C:29]([CH3:32])([CH3:31])[CH3:30])=[O:27])=[O:35])([CH3:38])([CH3:39])[CH3:40].